Dataset: Peptide-MHC class I binding affinity with 185,985 pairs from IEDB/IMGT. Task: Regression. Given a peptide amino acid sequence and an MHC pseudo amino acid sequence, predict their binding affinity value. This is MHC class I binding data. (1) The peptide sequence is TLVPQEHYVR. The MHC is HLA-A68:01 with pseudo-sequence HLA-A68:01. The binding affinity (normalized) is 0.436. (2) The peptide sequence is VEITPYKPTW. The MHC is HLA-A30:02 with pseudo-sequence HLA-A30:02. The binding affinity (normalized) is 0.248. (3) The peptide sequence is KQYDSTDFKM. The MHC is HLA-A02:06 with pseudo-sequence HLA-A02:06. The binding affinity (normalized) is 0.568.